This data is from Cav3 T-type calcium channel HTS with 100,875 compounds. The task is: Binary Classification. Given a drug SMILES string, predict its activity (active/inactive) in a high-throughput screening assay against a specified biological target. (1) The molecule is O=C(N1CCN(CC1)C)C1C2CC(C1C(O)=O)C=C2. The result is 0 (inactive). (2) The drug is Clc1ccc(C2n3[nH]c(nc3=NC(=O)C2)NC(=O)CCc2ccccc2)cc1. The result is 0 (inactive). (3) The compound is S(=O)(=O)(N1CCCC1)c1cc(S(=O)(=O)NCC2CC2)ccc1. The result is 0 (inactive). (4) The molecule is O=C(NC(CC(C)C)C(=O)NCc1cccnc1)C1CCC(CC1)C. The result is 0 (inactive).